This data is from Catalyst prediction with 721,799 reactions and 888 catalyst types from USPTO. The task is: Predict which catalyst facilitates the given reaction. (1) Reactant: [NH2:1][OH:2].O.[CH3:4][S:5]([C:8]1[CH:13]=[CH:12][C:11]([S:14](Cl)(=[O:16])=[O:15])=[CH:10][CH:9]=1)(=[O:7])=[O:6].S(Cl)(Cl)(=O)=O. Product: [OH:2][NH:1][S:14]([C:11]1[CH:12]=[CH:13][C:8]([S:5]([CH3:4])(=[O:7])=[O:6])=[CH:9][CH:10]=1)(=[O:16])=[O:15]. The catalyst class is: 217. (2) Reactant: C([O:8][C:9](=[O:31])[C@@H:10]1[CH2:14][CH2:13][CH2:12][N:11]1[C:15]([C:17]1([OH:30])[C:29]2[CH:28]=[CH:27][CH:26]=[CH:25][C:24]=2[C:23]2[C:18]1=[CH:19][CH:20]=[CH:21][CH:22]=2)=[O:16])C1C=CC=CC=1. Product: [OH:30][C:17]1([C:15]([N:11]2[CH2:12][CH2:13][CH2:14][C@H:10]2[C:9]([OH:31])=[O:8])=[O:16])[C:29]2[CH:28]=[CH:27][CH:26]=[CH:25][C:24]=2[C:23]2[C:18]1=[CH:19][CH:20]=[CH:21][CH:22]=2. The catalyst class is: 153. (3) Reactant: [F:1][C:2]1[CH:7]=[CH:6][C:5]([S:8]([N:11]2[C:20]3[C:15](=[CH:16][C:17]([C:21]([OH:30])([C:26]([F:29])([F:28])[F:27])[C:22]([F:25])([F:24])[F:23])=[CH:18][CH:19]=3)[CH2:14][CH2:13][C@H:12]2[CH2:31][C:32]([NH:34][NH:35][C:36](=O)[C:37]2[CH:42]=[CH:41][N:40]=[CH:39][CH:38]=2)=[O:33])(=[O:10])=[O:9])=[CH:4][CH:3]=1.[C:44]([OH:50])([C:46]([F:49])([F:48])[F:47])=[O:45].CCN(C(C)C)C(C)C.S(Cl)(C1C=CC(C)=CC=1)(=O)=O. Product: [F:29][C:26]([F:28])([F:27])[C:21]([C:17]1[CH:16]=[C:15]2[C:20](=[CH:19][CH:18]=1)[N:11]([S:8]([C:5]1[CH:4]=[CH:3][C:2]([F:1])=[CH:7][CH:6]=1)(=[O:9])=[O:10])[C@H:12]([CH2:31][C:32]1[O:33][C:36]([C:37]3[CH:42]=[CH:41][N:40]=[CH:39][CH:38]=3)=[N:35][N:34]=1)[CH2:13][CH2:14]2)([OH:30])[C:22]([F:24])([F:25])[F:23].[C:44]([OH:50])([C:46]([F:49])([F:48])[F:47])=[O:45]. The catalyst class is: 61. (4) Reactant: [CH:1]([C:4]1[N:5]=[C:6]([C:33]2[CH:38]=[CH:37][C:36]([C:39]([F:42])([F:41])[F:40])=[CH:35][CH:34]=2)[S:7][C:8]=1[CH2:9][CH2:10][C:11]([C:13]1[CH:18]=[CH:17][C:16]([N:19]([CH3:32])S(C2C=CC=CC=2[N+]([O-])=O)(=O)=O)=[CH:15][CH:14]=1)=[O:12])([CH3:3])[CH3:2].C(=O)([O-])[O-].[K+].[K+].C1(S)C=CC=CC=1. Product: [CH:1]([C:4]1[N:5]=[C:6]([C:33]2[CH:34]=[CH:35][C:36]([C:39]([F:41])([F:42])[F:40])=[CH:37][CH:38]=2)[S:7][C:8]=1[CH2:9][CH2:10][C:11]([C:13]1[CH:18]=[CH:17][C:16]([NH:19][CH3:32])=[CH:15][CH:14]=1)=[O:12])([CH3:3])[CH3:2]. The catalyst class is: 35. (5) Reactant: [NH2:1][C:2]1[NH:3][C:4](=[O:30])[C:5]2[S:10][C:9](=[O:11])[N:8]([C@@H:12]3[O:24][C@H:23]([CH2:25][O:26][C:27](=[O:29])[CH3:28])[C@@H:18]([O:19][C:20](=[O:22])[CH3:21])[C@H:13]3[O:14][C:15](=[O:17])[CH3:16])[C:6]=2[N:7]=1.[CH:48]1[CH:47]=CC(P([C:44]2[CH:49]=[CH:48][CH:47]=CC=2)[C:48]2[CH:47]=CC=[CH:44][CH:49]=2)=[CH:44][CH:49]=1.C1(CCO)CC1.CCOC(/N=N/C(OCC)=O)=O. Product: [NH2:1][C:2]1[N:3]=[C:4]([O:30][CH2:47][CH:48]2[CH2:44][CH2:49]2)[C:5]2[S:10][C:9](=[O:11])[N:8]([C@@H:12]3[O:24][C@H:23]([CH2:25][O:26][C:27](=[O:29])[CH3:28])[C@@H:18]([O:19][C:20](=[O:22])[CH3:21])[C@H:13]3[O:14][C:15](=[O:17])[CH3:16])[C:6]=2[N:7]=1. The catalyst class is: 1. (6) Reactant: Cl.[NH2:2][CH2:3][C:4]([O:6][CH3:7])=[O:5].Cl[C:9]1[C:14]([N+:15]([O-:17])=[O:16])=[CH:13][C:12]([C:18]([F:21])([F:20])[F:19])=[CH:11][N:10]=1.C(N(CC)CC)C. Product: [N+:15]([C:14]1[C:9]([NH:2][CH2:3][C:4]([O:6][CH3:7])=[O:5])=[N:10][CH:11]=[C:12]([C:18]([F:21])([F:19])[F:20])[CH:13]=1)([O-:17])=[O:16]. The catalyst class is: 8. (7) Reactant: CC1(C)C(C)(C)OB([C:9]2[CH:14]=[CH:13][C:12]([C:15]([OH:18])([CH3:17])[CH3:16])=[CH:11][CH:10]=2)O1.Br[C:21]1[CH:26]=[CH:25][C:24]([C:27]2([C:30]#[N:31])[CH2:29][CH2:28]2)=[CH:23][C:22]=1[F:32].C([O-])([O-])=O.[Na+].[Na+]. Product: [F:32][C:22]1[CH:23]=[C:24]([C:27]2([C:30]#[N:31])[CH2:28][CH2:29]2)[CH:25]=[CH:26][C:21]=1[C:9]1[CH:10]=[CH:11][C:12]([C:15]([OH:18])([CH3:16])[CH3:17])=[CH:13][CH:14]=1. The catalyst class is: 18. (8) Reactant: [CH3:1][O:2][C:3](=[O:24])[C:4]1[CH:9]=[CH:8][C:7]([CH2:10][NH2:11])=[N:6][C:5]=1[NH:12][C:13]1[CH:18]=[CH:17][C:16]([Si:19]([CH3:22])([CH3:21])[CH3:20])=[CH:15][C:14]=1[F:23].[CH:25](O)=[O:26]. Product: [CH3:1][O:2][C:3](=[O:24])[C:4]1[CH:9]=[CH:8][C:7]([CH2:10][NH:11][CH:25]=[O:26])=[N:6][C:5]=1[NH:12][C:13]1[CH:18]=[CH:17][C:16]([Si:19]([CH3:20])([CH3:22])[CH3:21])=[CH:15][C:14]=1[F:23]. The catalyst class is: 152. (9) Reactant: [N:1]1([C:13]([O:15][CH2:16][C:17]2[CH:22]=[CH:21][CH:20]=[CH:19][CH:18]=2)=[O:14])[CH2:5][CH2:4][CH:3]([C:6]([O:8]C(C)(C)C)=[O:7])[NH:2]1.Cl.CCOCC. Product: [C:17]1([CH2:16][O:15][C:13]([N:1]2[CH2:5][CH2:4][CH:3]([C:6]([OH:8])=[O:7])[NH:2]2)=[O:14])[CH:22]=[CH:21][CH:20]=[CH:19][CH:18]=1. The catalyst class is: 4.